From a dataset of Full USPTO retrosynthesis dataset with 1.9M reactions from patents (1976-2016). Predict the reactants needed to synthesize the given product. (1) Given the product [Br:1][C:2]1[CH:7]=[C:6]([CH3:8])[C:5]([C:9]2[CH:10]=[C:11]([C:21]([NH2:22])=[O:24])[N:12]3[C:17]([S:18][CH3:19])=[CH:16][C:15]([CH3:20])=[N:14][C:13]=23)=[C:4]([CH3:23])[CH:3]=1, predict the reactants needed to synthesize it. The reactants are: [Br:1][C:2]1[CH:7]=[C:6]([CH3:8])[C:5]([C:9]2[CH:10]=[C:11]([C:21]#[N:22])[N:12]3[C:17]([S:18][CH3:19])=[CH:16][C:15]([CH3:20])=[N:14][C:13]=23)=[C:4]([CH3:23])[CH:3]=1.[OH-:24].[Na+]. (2) Given the product [ClH:10].[CH3:1][C:2]1[CH:3]=[N:4][N:5]([C:8](=[NH:7])[NH2:9])[CH:6]=1, predict the reactants needed to synthesize it. The reactants are: [CH3:1][C:2]1[CH:3]=[N:4][NH:5][CH:6]=1.[N:7]#[C:8][NH2:9].[ClH:10].O1CCOCC1.